From a dataset of Forward reaction prediction with 1.9M reactions from USPTO patents (1976-2016). Predict the product of the given reaction. (1) Given the reactants O.C([C@@](C(O)=O)(O)[C@@](C(=O)C1C=CC=CC=1)(O)C(O)=O)(=O)C1C=CC=CC=1.[O:28]=[C:29]([N:43]1[CH2:48][CH2:47][N:46]2[C:49]([C:52]([F:55])([F:54])[F:53])=[N:50][N:51]=[C:45]2[CH2:44]1)[CH2:30][CH:31]([NH2:42])[CH2:32][C:33]1[CH:38]=[C:37]([F:39])[C:36]([F:40])=[CH:35][C:34]=1[F:41].C([C@@](C(O)=O)(O)[C@@](C(=O)C1C=CC=CC=1)(O)C(O)=O)(=O)C1C=CC=CC=1.O=C(N1CCN2C(C(F)(F)F)=NN=C2C1)C[C@H](N)CC1C=C(F)C(F)=CC=1F, predict the reaction product. The product is: [O:28]=[C:29]([N:43]1[CH2:48][CH2:47][N:46]2[C:49]([C:52]([F:55])([F:54])[F:53])=[N:50][N:51]=[C:45]2[CH2:44]1)[CH2:30][C@@H:31]([NH2:42])[CH2:32][C:33]1[CH:38]=[C:37]([F:39])[C:36]([F:40])=[CH:35][C:34]=1[F:41]. (2) Given the reactants [N+:1]([C:4]1[CH:5]=[N:6][N:7]([CH2:9][C:10]([NH:12][C:13]2[CH:18]=[CH:17][CH:16]=[CH:15][CH:14]=2)=[O:11])[CH:8]=1)([O-])=O, predict the reaction product. The product is: [NH2:1][C:4]1[CH:5]=[N:6][N:7]([CH2:9][C:10]([NH:12][C:13]2[CH:18]=[CH:17][CH:16]=[CH:15][CH:14]=2)=[O:11])[CH:8]=1. (3) Given the reactants [CH2:1]([NH:3][C:4](=[O:22])[C@@H:5]([NH:9][C:10](=[O:21])[C:11]1[CH:16]=[CH:15][C:14]([N+:17]([O-:19])=[O:18])=[CH:13][C:12]=1[OH:20])[C@H:6](O)[CH3:7])[CH3:2].O=S(Cl)Cl.C(=O)([O-])[O-].[Na+].[Na+], predict the reaction product. The product is: [CH2:1]([NH:3][C:4]([C@@H:5]1[C@H:6]([CH3:7])[O:21][C:10]([C:11]2[CH:16]=[CH:15][C:14]([N+:17]([O-:19])=[O:18])=[CH:13][C:12]=2[OH:20])=[N:9]1)=[O:22])[CH3:2]. (4) Given the reactants [O:1]1[CH:5]=[CH:4][CH:3]=[C:2]1[C:6]1[C:11]([I:12])=[C:10](S(C)=O)[N:9]=[C:8]([NH2:16])[N:7]=1.[CH2:17]([OH:24])[C:18]1[CH:23]=[CH:22][CH:21]=[CH:20][CH:19]=1.C1CCN2C(=NCCC2)CC1, predict the reaction product. The product is: [CH2:17]([O:24][C:10]1[C:11]([I:12])=[C:6]([C:2]2[O:1][CH:5]=[CH:4][CH:3]=2)[N:7]=[C:8]([NH2:16])[N:9]=1)[C:18]1[CH:23]=[CH:22][CH:21]=[CH:20][CH:19]=1. (5) Given the reactants B([O:6][CH3:7])(OC)OC.[C-]#N.[K+].[Si:11]([C:15]#[N:16])([CH3:14])([CH3:13])[CH3:12], predict the reaction product. The product is: [Si:11]([C:15]#[N:16])([CH3:14])([CH3:13])[CH3:12].[Si:11]([O:6][CH3:7])([CH3:14])([CH3:13])[CH3:12]. (6) Given the reactants Br[CH2:2][C:3]([C@H:5]1[C@@H:9]2[C@@H:10]3[C@@:23]([CH3:26])([CH2:24][CH2:25][C@@:8]2([C:41]([O:43][Si](C(C)(C)C)(C)C)=[O:42])[CH2:7][CH2:6]1)[C@@:22]1([CH3:27])[C@@H:13]([C@:14]2([CH3:40])[C@@H:19]([CH2:20][CH2:21]1)[C:18]([CH3:29])([CH3:28])[C:17]([C:30]1[CH:35]=[CH:34][C:33]([C:36]([O:38][CH3:39])=[O:37])=[CH:32][CH:31]=1)=[CH:16][CH2:15]2)[CH2:12][CH2:11]3)=[CH2:4].[O:51]1[CH2:56][CH2:55][N:54]([CH2:57][CH2:58][NH2:59])[CH2:53][CH2:52]1, predict the reaction product. The product is: [CH3:39][O:38][C:36]([C:33]1[CH:34]=[CH:35][C:30]([C:17]2[C:18]([CH3:28])([CH3:29])[C@H:19]3[C@:14]([CH3:40])([CH2:15][CH:16]=2)[C@@H:13]2[C@:22]([CH3:27])([C@@:23]4([CH3:26])[C@H:10]([CH2:11][CH2:12]2)[C@H:9]2[C@H:5]([C:3]([CH2:2][NH:59][CH2:58][CH2:57][N:54]5[CH2:55][CH2:56][O:51][CH2:52][CH2:53]5)=[CH2:4])[CH2:6][CH2:7][C@:8]2([C:41]([OH:43])=[O:42])[CH2:25][CH2:24]4)[CH2:21][CH2:20]3)=[CH:31][CH:32]=1)=[O:37].